Dataset: Full USPTO retrosynthesis dataset with 1.9M reactions from patents (1976-2016). Task: Predict the reactants needed to synthesize the given product. (1) Given the product [N:1]1[CH:13]=[CH:14][N:3]2[CH:4]=[C:5]([NH2:8])[CH:6]=[CH:7][C:2]=12, predict the reactants needed to synthesize it. The reactants are: [NH2:1][C:2]1[CH:7]=[CH:6][C:5]([N+:8]([O-])=O)=[CH:4][N:3]=1.Cl.Br[CH2:13][CH:14](OC)OC.[H][H]. (2) Given the product [CH2:9]([N:8]([CH2:7][CH3:6])[S:11]([CH2:14][C:15]1[C:24]2[C:19](=[CH:20][CH:21]=[CH:22][CH:23]=2)[N:18]([CH2:25][CH3:26])[C:17]([CH3:27])([CH3:28])[CH:16]=1)(=[O:12])=[O:13])[CH3:10], predict the reactants needed to synthesize it. The reactants are: COC(C1[CH2:10][CH2:9][N:8]([S:11]([CH2:14][C:15]2[C:24]3[C:19](=[CH:20][CH:21]=[CH:22][CH:23]=3)[N:18]([CH2:25][CH3:26])[C:17]([CH3:28])([CH3:27])[CH:16]=2)(=[O:13])=[O:12])[CH2:7][CH2:6]1)=O.C(N1C2C(=CC=CC=2)C(CS(Cl)(=O)=O)=CC1(C)C)C.C(NCC)C.C(Cl)(Cl)Cl. (3) Given the product [O:11]=[C:4]1[NH:24][C:22]([NH:21][C:19]([NH:18][C:12]2[CH:17]=[CH:16][CH:15]=[CH:14][CH:13]=2)=[NH:20])=[N:23][C:6]([CH2:7][CH2:8][CH3:9])=[CH:5]1, predict the reactants needed to synthesize it. The reactants are: C(O[C:4](=[O:11])[CH2:5][C:6](=O)[CH2:7][CH2:8][CH3:9])C.[C:12]1([NH:18][C:19]([NH:21][C:22]([NH2:24])=[NH:23])=[NH:20])[CH:17]=[CH:16][CH:15]=[CH:14][CH:13]=1. (4) The reactants are: [NH:1]1[CH2:5][CH2:4][CH2:3][CH2:2]1.Br[CH2:7][CH2:8][CH2:9][CH2:10][CH2:11][CH2:12][CH2:13][CH2:14][CH2:15][CH2:16][CH2:17][CH3:18].C(=O)([O-])[O-].[K+].[K+]. Given the product [CH2:18]([N:1]1[CH2:5][CH2:4][CH2:3][CH2:2]1)[CH2:17][CH2:16][CH2:15][CH2:14][CH2:13][CH2:12][CH2:11][CH2:10][CH2:9][CH2:8][CH3:7], predict the reactants needed to synthesize it. (5) Given the product [Cl:3][C:4]1[CH:9]=[C:8]([Cl:10])[CH:7]=[CH:6][C:5]=1[C:11]1[N:12]=[C:13]([CH2:25][C:26]2[CH:31]=[CH:30][C:29]([C:32]3[CH:33]=[CH:34][C:35]([O:38][C:39]4[CH:44]=[CH:43][CH:42]=[C:41]([C:45]([F:46])([F:48])[F:47])[CH:40]=4)=[CH:36][CH:37]=3)=[CH:28][CH:27]=2)[N:14]([C:16]2[CH:24]=[CH:23][C:19]([C:20]([NH:2][CH3:1])=[O:21])=[CH:18][CH:17]=2)[CH:15]=1, predict the reactants needed to synthesize it. The reactants are: [CH3:1][NH2:2].[Cl:3][C:4]1[CH:9]=[C:8]([Cl:10])[CH:7]=[CH:6][C:5]=1[C:11]1[N:12]=[C:13]([CH2:25][C:26]2[CH:31]=[CH:30][C:29]([C:32]3[CH:37]=[CH:36][C:35]([O:38][C:39]4[CH:44]=[CH:43][CH:42]=[C:41]([C:45]([F:48])([F:47])[F:46])[CH:40]=4)=[CH:34][CH:33]=3)=[CH:28][CH:27]=2)[N:14]([C:16]2[CH:24]=[CH:23][C:19]([C:20](O)=[O:21])=[CH:18][CH:17]=2)[CH:15]=1. (6) Given the product [Cl:23][C:12]1[CH:13]=[C:14]2[C:9](=[CH:10][CH:11]=1)[N:8]=[C:7]([NH:3][CH:1]=[O:2])[N:16]=[C:15]2[C:17]1[CH:22]=[CH:21][CH:20]=[CH:19][CH:18]=1, predict the reactants needed to synthesize it. The reactants are: [CH:1]([NH2:3])=[O:2].[H-].[Na+].Cl[C:7]1[N:16]=[C:15]([C:17]2[CH:22]=[CH:21][CH:20]=[CH:19][CH:18]=2)[C:14]2[C:9](=[CH:10][CH:11]=[C:12]([Cl:23])[CH:13]=2)[N:8]=1.O. (7) Given the product [Cl:1][C:2]1[CH:3]=[CH:4][C:5]([C:8]2[N:9]([CH2:23][C@H:24]([OH:29])[C:25]([F:26])([F:28])[F:27])[C:10](=[O:22])[N:11]([CH2:13][C:14]3[N:18]=[C:17]([CH:19]([OH:21])[CH3:20])[N:16]([C:33]4[CH:34]=[CH:35][CH:36]=[CH:37][C:32]=4[C:31]([F:42])([F:41])[F:30])[N:15]=3)[N:12]=2)=[CH:6][CH:7]=1, predict the reactants needed to synthesize it. The reactants are: [Cl:1][C:2]1[CH:7]=[CH:6][C:5]([C:8]2[N:9]([CH2:23][C@H:24]([OH:29])[C:25]([F:28])([F:27])[F:26])[C:10](=[O:22])[N:11]([CH2:13][C:14]3[N:18]=[C:17]([CH:19]([OH:21])[CH3:20])[NH:16][N:15]=3)[N:12]=2)=[CH:4][CH:3]=1.[F:30][C:31]([F:42])([F:41])[C:32]1[CH:37]=[CH:36][CH:35]=[CH:34][C:33]=1B(O)O.B(O)O. (8) Given the product [F:1][C:2]1[CH:9]=[CH:8][CH:7]=[C:6]([OH:10])[C:3]=1[CH:4]=[O:5], predict the reactants needed to synthesize it. The reactants are: [F:1][C:2]1[CH:9]=[CH:8][CH:7]=[C:6]([O:10]C)[C:3]=1[CH:4]=[O:5].B(Br)(Br)Br.C(OCC)(=O)C.[OH-].[Na+]. (9) Given the product [C:1]([N:4]1[C:11]2[CH:12]=[CH:13][C:14]([Cl:16])=[CH:15][C:10]=2[CH:9]=[CH:8][C:7]2[N:17]=[C:18]([C:31]3[CH:36]=[N:35][C:34]([N:37]4[CH2:38][CH2:39][O:40][CH2:41][CH2:42]4)=[CH:33][CH:32]=3)[C:19]([F:21])=[CH:20][C:6]=2[CH2:5]1)(=[O:3])[CH3:2], predict the reactants needed to synthesize it. The reactants are: [C:1]([N:4]1[C:11]2[CH:12]=[CH:13][C:14]([Cl:16])=[CH:15][C:10]=2[CH:9]=[CH:8][C:7]2[N:17]=[C:18](Cl)[C:19]([F:21])=[CH:20][C:6]=2[CH2:5]1)(=[O:3])[CH3:2].CC1(C)C(C)(C)OB([C:31]2[CH:32]=[CH:33][C:34]([N:37]3[CH2:42][CH2:41][O:40][CH2:39][CH2:38]3)=[N:35][CH:36]=2)O1.C(N1C2C=CC=CC=2C=CC2N=C(C3C=NC(OC)=CC=3)C(F)=CC=2C1)(=O)C. (10) Given the product [CH:13]1([NH:23][C:1]([C:2]2[CH:10]=[CH:9][C:8]3[O:7][CH2:6][O:5][C:4]=3[CH:3]=2)=[O:12])[C:22]2[C:17](=[CH:18][CH:19]=[CH:20][CH:21]=2)[CH2:16][CH2:15][CH2:14]1, predict the reactants needed to synthesize it. The reactants are: [C:1]([OH:12])(=O)[C:2]1[CH:10]=[CH:9][C:8]2[O:7][CH2:6][O:5][C:4]=2[CH:3]=1.[CH:13]1([NH2:23])[C:22]2[C:17](=[CH:18][CH:19]=[CH:20][CH:21]=2)[CH2:16][CH2:15][CH2:14]1.